This data is from NCI-60 drug combinations with 297,098 pairs across 59 cell lines. The task is: Regression. Given two drug SMILES strings and cell line genomic features, predict the synergy score measuring deviation from expected non-interaction effect. Drug 1: CC1=C2C(C(=O)C3(C(CC4C(C3C(C(C2(C)C)(CC1OC(=O)C(C(C5=CC=CC=C5)NC(=O)C6=CC=CC=C6)O)O)OC(=O)C7=CC=CC=C7)(CO4)OC(=O)C)O)C)OC(=O)C. Drug 2: CC1C(C(CC(O1)OC2CC(CC3=C2C(=C4C(=C3O)C(=O)C5=CC=CC=C5C4=O)O)(C(=O)C)O)N)O. Cell line: IGROV1. Synergy scores: CSS=58.2, Synergy_ZIP=-3.88, Synergy_Bliss=-3.49, Synergy_Loewe=1.18, Synergy_HSA=2.17.